Predict the reaction yield, written as a fraction of the theoretical maximum amount of product (1.0 means a 100% yield; for example, 0.34 means a 34% yield). From a dataset of Reaction yield outcomes from USPTO patents with 853,638 reactions. (1) The reactants are [OH:1][CH:2]1[CH2:5][N:4]([C:6]([C:8]2[CH:13]=[CH:12][CH:11]=[CH:10][CH:9]=2)=[O:7])[CH2:3]1.[CH3:14][S:15](Cl)(=[O:17])=[O:16].C(N(CC)CC)C. The catalyst is C1COCC1. The product is [CH3:14][S:15]([O:1][CH:2]1[CH2:3][N:4]([C:6](=[O:7])[C:8]2[CH:9]=[CH:10][CH:11]=[CH:12][CH:13]=2)[CH2:5]1)(=[O:17])=[O:16]. The yield is 0.660. (2) The reactants are [CH3:1][CH:2]([CH2:4][CH2:5][CH2:6][C@H:7]([C@@H:9]1[C@:26]2([CH3:27])[C@H:12]([C@H:13]3[C@H:23]([CH2:24][CH2:25]2)[C@:21]2([CH3:22])[C:16]([CH2:17][C@@H:18]([N:28](S(C4C=CC=CC=4[N+]([O-])=O)(=O)=O)[CH2:29][CH2:30][CH2:31][NH:32][C:33](=[O:52])[CH2:34][CH2:35][CH2:36][CH2:37][CH2:38][NH:39][C:40]4[C:45]5=[N:46][O:47][N:48]=[C:44]5[C:43]([N+:49]([O-:51])=[O:50])=[CH:42][CH:41]=4)[CH2:19][CH2:20]2)=[CH:15][CH2:14]3)[CH2:11][CH2:10]1)[CH3:8])[CH3:3].C([O-])([O-])=O.[K+].[K+].C1(S)C=CC=CC=1. The catalyst is CN(C)C=O.O1CCCC1. The product is [CH3:3][CH:2]([CH2:4][CH2:5][CH2:6][C@H:7]([C@@H:9]1[C@:26]2([CH3:27])[C@H:12]([C@H:13]3[C@H:23]([CH2:24][CH2:25]2)[C@:21]2([CH3:22])[C:16]([CH2:17][C@@H:18]([NH:28][CH2:29][CH2:30][CH2:31][NH:32][C:33](=[O:52])[CH2:34][CH2:35][CH2:36][CH2:37][CH2:38][NH:39][C:40]4[C:45]5=[N:46][O:47][N:48]=[C:44]5[C:43]([N+:49]([O-:51])=[O:50])=[CH:42][CH:41]=4)[CH2:19][CH2:20]2)=[CH:15][CH2:14]3)[CH2:11][CH2:10]1)[CH3:8])[CH3:1]. The yield is 0.290. (3) The product is [CH:35]1([NH:41][C:19](=[O:21])[C@H:15]([CH:16]([CH3:17])[CH3:18])[NH:14][C:1](=[O:13])[CH2:2][CH2:3][CH2:4][CH2:5][CH2:6][CH2:7][CH2:8][CH2:9][CH2:10][CH2:11][CH3:12])[CH2:40][CH2:39][CH2:38][CH2:37][CH2:36]1. The reactants are [C:1]([NH:14][C@H:15]([C:19]([OH:21])=O)[CH:16]([CH3:18])[CH3:17])(=[O:13])[CH2:2][CH2:3][CH2:4][CH2:5][CH2:6][CH2:7][CH2:8][CH2:9][CH2:10][CH2:11][CH3:12].O.ON1C(=O)CCC1=O.C(Cl)(Cl)Cl.[CH:35]1([NH2:41])[CH2:40][CH2:39][CH2:38][CH2:37][CH2:36]1. The catalyst is C(OCC)(=O)C.C(N(CC)CC)C. The yield is 0.440. (4) The reactants are C([O:3][C:4](=[O:23])[CH2:5][N:6]([CH2:16][C:17]1[CH:22]=[CH:21][CH:20]=[CH:19][CH:18]=1)[CH2:7][C:8]1[CH:13]=[CH:12][CH:11]=[C:10]([O:14][CH3:15])[CH:9]=1)C.[OH-].[Na+]. The catalyst is C(O)C. The product is [CH2:16]([N:6]([CH2:5][C:4]([OH:23])=[O:3])[CH2:7][C:8]1[CH:13]=[CH:12][CH:11]=[C:10]([O:14][CH3:15])[CH:9]=1)[C:17]1[CH:22]=[CH:21][CH:20]=[CH:19][CH:18]=1. The yield is 0.900. (5) The reactants are [C:1]12([C:11]3[CH:21]=[CH:20][C:14]([O:15][CH2:16][C:17](O)=[O:18])=[CH:13][CH:12]=3)[CH2:10][CH:5]3[CH2:6][CH:7]([CH2:9][CH:3]([CH2:4]3)[CH2:2]1)[CH2:8]2.[CH3:22][O:23][C:24](=[O:32])[C:25]1[CH:30]=[CH:29][C:28]([NH2:31])=[CH:27][CH:26]=1.Cl.C(N=C=N)C.OS1C2C=CC=CC=2N=C1.C(N(CC)C(C)C)(C)C. The catalyst is CN(C=O)C. The product is [CH3:22][O:23][C:24](=[O:32])[C:25]1[CH:30]=[CH:29][C:28]([NH:31][C:17](=[O:18])[CH2:16][O:15][C:14]2[CH:13]=[CH:12][C:11]([C:1]34[CH2:10][CH:5]5[CH2:4][CH:3]([CH2:9][CH:7]([CH2:6]5)[CH2:8]3)[CH2:2]4)=[CH:21][CH:20]=2)=[CH:27][CH:26]=1. The yield is 0.517.